This data is from Reaction yield outcomes from USPTO patents with 853,638 reactions. The task is: Predict the reaction yield, written as a fraction of the theoretical maximum amount of product (1.0 means a 100% yield; for example, 0.34 means a 34% yield). The reactants are C([O:3][C:4]([C:6]1[C:7]([F:17])=[CH:8][C:9]2[S:14][CH2:13][C:12](=[O:15])[NH:11][C:10]=2[CH:16]=1)=O)C.C(OC(=O)C1C=C([N+]([O-])=O)C(SCC(OCC)=O)=CC=1F)C. The catalyst is C(O)(=O)C.[Fe]. The product is [F:17][C:7]1[C:6]([CH:4]=[O:3])=[CH:16][C:10]2[NH:11][C:12](=[O:15])[CH2:13][S:14][C:9]=2[CH:8]=1. The yield is 0.820.